Dataset: Full USPTO retrosynthesis dataset with 1.9M reactions from patents (1976-2016). Task: Predict the reactants needed to synthesize the given product. (1) Given the product [Cl:42][C:11]1[C:10]2[NH:9][C:8](=[O:13])[C:7]3[S:14][CH:15]=[CH:16][C:6]=3[C:5]=2[C:4]([C:17]2[CH:22]=[CH:21][C:20]([C@@H:23]([N:26]([CH3:34])[C:27](=[O:33])[O:28][C:29]([CH3:30])([CH3:32])[CH3:31])[CH2:24][CH3:25])=[CH:19][CH:18]=2)=[C:3]([O:2][CH3:1])[CH:12]=1, predict the reactants needed to synthesize it. The reactants are: [CH3:1][O:2][C:3]1[CH:12]=[CH:11][C:10]2[NH:9][C:8](=[O:13])[C:7]3[S:14][CH:15]=[CH:16][C:6]=3[C:5]=2[C:4]=1[C:17]1[CH:22]=[CH:21][C:20]([C@@H:23]([N:26]([CH3:34])[C:27](=[O:33])[O:28][C:29]([CH3:32])([CH3:31])[CH3:30])[CH2:24][CH3:25])=[CH:19][CH:18]=1.C1C(=O)N([Cl:42])C(=O)C1. (2) The reactants are: ClC(Cl)(O[C:5](=[O:11])OC(Cl)(Cl)Cl)Cl.[NH2:13][C:14]1[CH:15]=[C:16]([N:20]2[CH:24]=[C:23]([CH2:25][NH:26][C:27](=[O:33])[O:28][C:29]([CH3:32])([CH3:31])[CH3:30])[N:22]=[N:21]2)[CH:17]=[CH:18][CH:19]=1.[F:34][C:35]([F:55])([F:54])[C:36]1[CH:37]=[C:38]([C:42]2[CH:43]=[CH:44][C:45]3[N:51]4[CH2:52][C@H:48]([CH2:49][CH2:50]4)[NH:47][C:46]=3[N:53]=2)[CH:39]=[CH:40][CH:41]=1.C(=O)(O)[O-].[Na+]. Given the product [F:54][C:35]([F:34])([F:55])[C:36]1[CH:37]=[C:38]([C:42]2[CH:43]=[CH:44][C:45]3[N:51]4[CH2:52][C@H:48]([CH2:49][CH2:50]4)[N:47]([C:5]([NH:13][C:14]4[CH:15]=[C:16]([N:20]5[CH:24]=[C:23]([CH2:25][NH:26][C:27](=[O:33])[O:28][C:29]([CH3:30])([CH3:32])[CH3:31])[N:22]=[N:21]5)[CH:17]=[CH:18][CH:19]=4)=[O:11])[C:46]=3[N:53]=2)[CH:39]=[CH:40][CH:41]=1, predict the reactants needed to synthesize it. (3) Given the product [C:2]([C:4]1[C:5]([C:24]2[CH:29]=[CH:28][C:27]([CH3:30])=[CH:26][CH:25]=2)=[C:6]([CH2:15][NH:16][C:17](=[O:23])[O:18][C:19]([CH3:21])([CH3:20])[CH3:22])[C:7]([CH2:11][CH:12]([CH3:13])[CH3:14])=[N:8][C:9]=1[CH3:10])#[N:1], predict the reactants needed to synthesize it. The reactants are: [NH2:1][C:2]([C:4]1[C:5]([C:24]2[CH:29]=[CH:28][C:27]([CH3:30])=[CH:26][CH:25]=2)=[C:6]([CH2:15][NH:16][C:17](=[O:23])[O:18][C:19]([CH3:22])([CH3:21])[CH3:20])[C:7]([CH2:11][CH:12]([CH3:14])[CH3:13])=[N:8][C:9]=1[CH3:10])=O.C(N(CC)CC)C.FC(F)(F)S(OS(C(F)(F)F)(=O)=O)(=O)=O. (4) Given the product [ClH:33].[ClH:33].[ClH:33].[ClH:33].[NH:1]1[CH2:5][CH2:4][CH2:3][CH:2]1[C:6]1[NH:10][C:9]([C:11]2[S:15][C:14]3[CH:16]=[C:17]4[CH:21]=[C:20]([C:22]5[NH:26][C:25]([CH:27]6[CH2:31][CH2:30][CH2:29][NH:28]6)=[N:24][CH:23]=5)[S:19][C:18]4=[CH:32][C:13]=3[CH:12]=2)=[CH:8][N:7]=1, predict the reactants needed to synthesize it. The reactants are: [NH:1]1[CH2:5][CH2:4][CH2:3][CH:2]1[C:6]1[NH:10][C:9]([C:11]2[S:15][C:14]3[CH:16]=[C:17]4[CH:21]=[C:20]([C:22]5[NH:26][C:25]([CH:27]6[CH2:31][CH2:30][CH2:29][NH:28]6)=[N:24][CH:23]=5)[S:19][C:18]4=[CH:32][C:13]=3[CH:12]=2)=[CH:8][N:7]=1.[ClH:33]. (5) Given the product [CH3:28][O:29][CH2:30][CH2:31][C:32]([NH:27][C@H:24]1[CH2:25][CH2:26][C@H:21]([CH2:20][CH2:19][N:16]2[CH2:17][CH2:18][N:13]([C:8]3[C:7]4[CH:6]=[CH:5][S:4][C:12]=4[CH:11]=[CH:10][N:9]=3)[CH2:14][CH2:15]2)[CH2:22][CH2:23]1)=[O:33], predict the reactants needed to synthesize it. The reactants are: Cl.Cl.Cl.[S:4]1[C:12]2[CH:11]=[CH:10][N:9]=[C:8]([N:13]3[CH2:18][CH2:17][N:16]([CH2:19][CH2:20][C@H:21]4[CH2:26][CH2:25][C@H:24]([NH2:27])[CH2:23][CH2:22]4)[CH2:15][CH2:14]3)[C:7]=2[CH:6]=[CH:5]1.[CH3:28][O:29][CH2:30][CH2:31][C:32](O)=[O:33]. (6) Given the product [CH2:1]([C:8]1[CH:13]=[CH:12][C:11]([N:14]2[S:18](=[O:20])(=[O:19])[NH:17][C:16](=[O:27])[CH2:15]2)=[C:10]([O:28][CH2:29][C:30]2[CH:35]=[CH:34][CH:33]=[CH:32][CH:31]=2)[CH:9]=1)[C:2]1[CH:3]=[CH:4][CH:5]=[CH:6][CH:7]=1, predict the reactants needed to synthesize it. The reactants are: [CH2:1]([C:8]1[CH:13]=[CH:12][C:11]([N:14]2[S:18](=[O:20])(=[O:19])[N:17](CC[Si](C)(C)C)[C:16](=[O:27])[CH2:15]2)=[C:10]([O:28][CH2:29][C:30]2[CH:35]=[CH:34][CH:33]=[CH:32][CH:31]=2)[CH:9]=1)[C:2]1[CH:7]=[CH:6][CH:5]=[CH:4][CH:3]=1.CCCC[N+](CCCC)(CCCC)CCCC.[F-]. (7) Given the product [CH:30]([C:2]1[CH:3]=[CH:4][C:5]2[O:6][CH2:7][CH2:8][N:9]([C:12]([NH:14][C:15]3[CH:20]=[CH:19][C:18]([CH3:21])=[CH:17][N:16]=3)=[O:13])[C:10]=2[N:11]=1)=[O:31], predict the reactants needed to synthesize it. The reactants are: Br[C:2]1[CH:3]=[CH:4][C:5]2[O:6][CH2:7][CH2:8][N:9]([C:12]([NH:14][C:15]3[CH:20]=[CH:19][C:18]([CH3:21])=[CH:17][N:16]=3)=[O:13])[C:10]=2[N:11]=1.[Li]CCCC.CN([CH:30]=[O:31])C. (8) Given the product [OH:32][CH2:31][C:8]1[N:1]2[CH:2]=[C:3]([CH2:10][N:11]3[C:15]4=[N:16][C:17]([C:20]5[CH:24]=[N:23][N:22]([CH2:26][CH2:27][OH:33])[CH:21]=5)=[CH:18][N:19]=[C:14]4[N:13]=[N:12]3)[CH:9]=[CH:4][C:5]2=[N:6][CH:7]=1, predict the reactants needed to synthesize it. The reactants are: [NH:1]1[C:5]2=[N:6][CH:7]=[CH:8][CH:9]=[C:4]2[C:3]([CH2:10][N:11]2[C:15]3=[N:16][C:17]([C:20]4[CH:21]=[N:22][N:23](C)[CH:24]=4)=[CH:18][N:19]=[C:14]3[N:13]=[N:12]2)=[CH:2]1.[C:26]([O-])(=O)[CH3:27].[Na+].[CH2:31]=[O:32].[OH-:33].[Na+].